This data is from Reaction yield outcomes from USPTO patents with 853,638 reactions. The task is: Predict the reaction yield, written as a fraction of the theoretical maximum amount of product (1.0 means a 100% yield; for example, 0.34 means a 34% yield). (1) The reactants are [F:1][C:2]1[CH:7]=[CH:6][C:5]([C:8]2[C:13]([C:14]([O:16][CH3:17])=[O:15])=[C:12]([CH:18]([CH3:20])[CH3:19])[N:11]=[C:10]([OH:21])[N:9]=2)=[CH:4][CH:3]=1.C(N(CC)CC)C.C(#N)C.[CH3:32][S:33](Cl)(=[O:35])=[O:34]. The catalyst is O. The product is [F:1][C:2]1[CH:3]=[CH:4][C:5]([C:8]2[C:13]([C:14]([O:16][CH3:17])=[O:15])=[C:12]([CH:18]([CH3:19])[CH3:20])[N:11]=[C:10]([O:21][S:33]([CH3:32])(=[O:35])=[O:34])[N:9]=2)=[CH:6][CH:7]=1. The yield is 0.890. (2) The reactants are Br[C:2]1[CH:3]=[C:4]([NH:10][C:11]2[CH:16]=[CH:15][C:14]([N:17]3[CH2:22][CH2:21][N:20]([CH:23]4[CH2:26][O:25][CH2:24]4)[CH2:19][C@@H:18]3[CH2:27][CH3:28])=[CH:13][N:12]=2)[C:5](=[O:9])[N:6]([CH3:8])[CH:7]=1.[B:29]1([B:29]2[O:33][C:32]([CH3:35])([CH3:34])[C:31]([CH3:37])([CH3:36])[O:30]2)[O:33][C:32]([CH3:35])([CH3:34])[C:31]([CH3:37])([CH3:36])[O:30]1.CC(C1C=C(C(C)C)C(C2C=CC=CC=2P(C2CCCCC2)C2CCCCC2)=C(C(C)C)C=1)C.C([O-])(=O)C.[K+]. The catalyst is C1C=CC(/C=C/C(/C=C/C2C=CC=CC=2)=O)=CC=1.C1C=CC(/C=C/C(/C=C/C2C=CC=CC=2)=O)=CC=1.C1C=CC(/C=C/C(/C=C/C2C=CC=CC=2)=O)=CC=1.[Pd].[Pd].O1CCOCC1. The product is [CH2:27]([C@H:18]1[CH2:19][N:20]([CH:23]2[CH2:26][O:25][CH2:24]2)[CH2:21][CH2:22][N:17]1[C:14]1[CH:15]=[CH:16][C:11]([NH:10][C:4]2[C:5](=[O:9])[N:6]([CH3:8])[CH:7]=[C:2]([B:29]3[O:33][C:32]([CH3:35])([CH3:34])[C:31]([CH3:37])([CH3:36])[O:30]3)[CH:3]=2)=[N:12][CH:13]=1)[CH3:28]. The yield is 0.840. (3) The catalyst is C1COCC1.CCOCC. The yield is 0.980. The product is [CH2:1]([O:3][C:4]([C:6]1[NH:7][CH:8]=[CH:9][C:10]=1[CH3:11])=[O:5])[CH3:2]. The reactants are [CH2:1]([O:3][C:4]([CH:6]1[C:10]([CH3:11])=[CH:9][CH2:8][N:7]1S(C1C=CC(C)=CC=1)(=O)=O)=[O:5])[CH3:2].C1CCN2C(=NCCC2)CC1. (4) The reactants are [C:1]1([CH:7]2[C:12]3[C:13]([C:16]([O:18][CH2:19][CH3:20])=[O:17])=[N:14][O:15][C:11]=3[CH2:10][CH2:9][NH:8]2)[CH:6]=[CH:5][CH:4]=[CH:3][CH:2]=1.C(N(CC)CC)C.[CH3:28][C:29]([O:32][C:33](O[C:33]([O:32][C:29]([CH3:31])([CH3:30])[CH3:28])=[O:34])=[O:34])([CH3:31])[CH3:30]. The catalyst is ClCCl. The product is [C:1]1([CH:7]2[C:12]3[C:13]([C:16]([O:18][CH2:19][CH3:20])=[O:17])=[N:14][O:15][C:11]=3[CH2:10][CH2:9][N:8]2[C:33]([O:32][C:29]([CH3:31])([CH3:30])[CH3:28])=[O:34])[CH:2]=[CH:3][CH:4]=[CH:5][CH:6]=1. The yield is 0.680.